From a dataset of Peptide-MHC class II binding affinity with 134,281 pairs from IEDB. Regression. Given a peptide amino acid sequence and an MHC pseudo amino acid sequence, predict their binding affinity value. This is MHC class II binding data. The peptide sequence is ALTEALRVIAGAFEV. The MHC is DRB5_0101 with pseudo-sequence DRB5_0101. The binding affinity (normalized) is 0.466.